This data is from Full USPTO retrosynthesis dataset with 1.9M reactions from patents (1976-2016). The task is: Predict the reactants needed to synthesize the given product. The reactants are: [CH3:1][O:2][C:3]1[CH:11]=[CH:10][C:6]2[CH2:7][CH2:8][S:9][C:5]=2[CH:4]=1.[Br:12]Br.S(=S)(=O)([O-])[O-].[Na+].[Na+]. Given the product [Br:12][C:11]1[C:3]([O:2][CH3:1])=[CH:4][C:5]2[S:9][CH2:8][CH2:7][C:6]=2[CH:10]=1, predict the reactants needed to synthesize it.